This data is from Full USPTO retrosynthesis dataset with 1.9M reactions from patents (1976-2016). The task is: Predict the reactants needed to synthesize the given product. (1) Given the product [C:9]([CH:8]([CH3:11])[C:5]1[CH:4]=[CH:3][C:2]([NH:1][C:13](=[O:14])[CH3:12])=[CH:7][CH:6]=1)#[N:10], predict the reactants needed to synthesize it. The reactants are: [NH2:1][C:2]1[CH:7]=[CH:6][C:5]([CH:8]([CH3:11])[C:9]#[N:10])=[CH:4][CH:3]=1.[CH3:12][C:13](OC(C)=O)=[O:14]. (2) Given the product [F:1][C:2]1[C:3]2[C:4](=[O:30])[C:5]([C:25]([O:27][CH2:28][CH3:29])=[O:26])=[CH:6][N:7]3[C@H:4]([C:3]4[CH:8]=[CH:9][CH:10]=[CH:11][CH:2]=4)[CH2:5][O:33][C:9]([C:8]=23)=[C:10]([F:13])[C:11]=1[F:12], predict the reactants needed to synthesize it. The reactants are: [F:1][C:2]1[C:11]([F:12])=[C:10]([F:13])[C:9](F)=[C:8]2[C:3]=1[C:4](=[O:30])[C:5]([C:25]([O:27][CH2:28][CH3:29])=[O:26])=[CH:6][N:7]2N[C@H](C1C=CC=CC=1)CO.[H-].[Na+].[OH2:33]. (3) Given the product [CH3:16][S:17]([O:5][CH2:4][CH2:3][N:2]([CH3:1])[S:17]([CH3:16])(=[O:19])=[O:18])(=[O:19])=[O:18], predict the reactants needed to synthesize it. The reactants are: [CH3:1][NH:2][CH2:3][CH2:4][OH:5].ClCCl.C(N(CC)CC)C.[CH3:16][S:17](Cl)(=[O:19])=[O:18]. (4) Given the product [Br:1][C:2]1[CH:8]=[CH:7][CH:6]=[C:5]([N+:9]([O-:12])=[O:10])[C:3]=1[NH:4][C:13](=[O:15])[CH3:14], predict the reactants needed to synthesize it. The reactants are: [Br:1][C:2]1[CH:8]=[CH:7][CH:6]=[CH:5][C:3]=1[NH2:4].[N+:9]([O-:12])(O)=[O:10].[C:13](OC(=O)C)(=[O:15])[CH3:14].